This data is from Peptide-MHC class I binding affinity with 185,985 pairs from IEDB/IMGT. The task is: Regression. Given a peptide amino acid sequence and an MHC pseudo amino acid sequence, predict their binding affinity value. This is MHC class I binding data. The peptide sequence is FTFSPTYKA. The MHC is Patr-A0301 with pseudo-sequence Patr-A0301. The binding affinity (normalized) is 0.198.